From a dataset of Full USPTO retrosynthesis dataset with 1.9M reactions from patents (1976-2016). Predict the reactants needed to synthesize the given product. (1) Given the product [Br:37][C:17]1[C:16]2[N:15]=[C:14]([NH:13][C@H:9]([CH3:8])[CH:10]([CH3:11])[CH3:12])[C:23]3[CH:24]=[CH:25][C:26]([F:28])=[CH:27][C:22]=3[C:21]=2[C:20](=[O:29])[NH:19][CH:18]=1, predict the reactants needed to synthesize it. The reactants are: FC(F)(F)C([O-])=O.[CH3:8][C@@H:9]([NH:13][C:14]1[C:23]2[CH:24]=[CH:25][C:26]([F:28])=[CH:27][C:22]=2[C:21]2[C:20](=[O:29])[NH:19][CH:18]=[CH:17][C:16]=2[NH+:15]=1)[CH:10]([CH3:12])[CH3:11].C(N(CC)CC)C.[Br:37]NC(=O)CCC(N)=O. (2) Given the product [Cl:13][C:5]1[CH:6]=[C:7]([C:9]([F:12])([F:11])[F:10])[CH:8]=[C:2]([CH3:14])[C:3]=1[NH2:4], predict the reactants needed to synthesize it. The reactants are: Br[C:2]1[CH:8]=[C:7]([C:9]([F:12])([F:11])[F:10])[CH:6]=[C:5]([Cl:13])[C:3]=1[NH2:4].[CH3:14]B1OB(C)OB(C)O1.C(=O)([O-])[O-].[K+].[K+].O. (3) Given the product [O:27]([C:2]1[C:3](=[O:20])[N:4]([C:14]2[CH:19]=[CH:18][CH:17]=[CH:16][CH:15]=2)[CH:5]=[C:6]([C:8]2[CH:13]=[CH:12][CH:11]=[CH:10][N:9]=2)[CH:7]=1)[C:21]1[CH:26]=[CH:25][CH:24]=[CH:23][CH:22]=1, predict the reactants needed to synthesize it. The reactants are: Br[C:2]1[C:3](=[O:20])[N:4]([C:14]2[CH:19]=[CH:18][CH:17]=[CH:16][CH:15]=2)[CH:5]=[C:6]([C:8]2[CH:13]=[CH:12][CH:11]=[CH:10][N:9]=2)[CH:7]=1.[C:21]1([OH:27])[CH:26]=[CH:25][CH:24]=[CH:23][CH:22]=1.C(=O)([O-])[O-].[K+].[K+].O.N. (4) Given the product [NH2:14][C:15]1[N:20]2[N:21]=[C:22]([N:24]3[CH2:25][CH2:26][O:27][CH2:28][CH2:29]3)[N:23]=[C:19]2[N:18]=[CH:17][C:16]=1[CH:30]=[O:31], predict the reactants needed to synthesize it. The reactants are: NC1N2N=C(C)C=C2N=CC=1C=O.[NH2:14][C:15]1[N:20]2[N:21]=[C:22]([N:24]3[CH2:29][CH2:28][O:27][CH2:26][CH2:25]3)[N:23]=[C:19]2[N:18]=[CH:17][C:16]=1[C:30](OCC)=[O:31]. (5) Given the product [CH2:1]([O:3][C:4](=[O:22])[CH2:5][N:6]([CH2:7][CH2:8][NH:9][S:10]([C:13]1[S:14][C:15]2[CH:21]=[CH:20][CH:19]=[CH:18][C:16]=2[N:17]=1)(=[O:12])=[O:11])[C:47](=[O:48])[CH2:46][N:41]1[CH:40]=[N:39][C:38]2[C:42]1=[N:43][CH:44]=[N:45][C:37]=2[NH:36][C:34]([O:33][CH2:23][C:24]1[CH:32]=[CH:31][C:30]2[O:29][CH2:28][O:27][C:26]=2[CH:25]=1)=[O:35])[CH3:2], predict the reactants needed to synthesize it. The reactants are: [CH2:1]([O:3][C:4](=[O:22])[CH2:5][NH:6][CH2:7][CH2:8][NH:9][S:10]([C:13]1[S:14][C:15]2[CH:21]=[CH:20][CH:19]=[CH:18][C:16]=2[N:17]=1)(=[O:12])=[O:11])[CH3:2].[CH2:23]([O:33][C:34]([NH:36][C:37]1[N:45]=[CH:44][N:43]=[C:42]2[C:38]=1[N:39]=[CH:40][N:41]2[CH2:46][C:47](O)=[O:48])=[O:35])[C:24]1[CH:32]=[CH:31][C:30]2[O:29][CH2:28][O:27][C:26]=2[CH:25]=1.